From a dataset of Catalyst prediction with 721,799 reactions and 888 catalyst types from USPTO. Predict which catalyst facilitates the given reaction. (1) Product: [Br:15][CH2:16][CH2:17][CH2:18][CH2:19][CH2:20][CH2:21][CH2:22][CH2:23][CH2:24][CH2:25][CH2:26][O:14][C:11]1[CH:10]=[CH:9][C:8]([CH:5]2[CH2:4][CH2:3][CH:2]([OH:1])[CH2:7][CH2:6]2)=[CH:13][CH:12]=1. The catalyst class is: 131. Reactant: [OH:1][CH:2]1[CH2:7][CH2:6][CH:5]([C:8]2[CH:13]=[CH:12][C:11]([OH:14])=[CH:10][CH:9]=2)[CH2:4][CH2:3]1.[Br:15][CH2:16][CH2:17][CH2:18][CH2:19][CH2:20][CH2:21][CH2:22][CH2:23][CH2:24][CH2:25][CH2:26]Br.C([O-])([O-])=O.[K+].[K+]. (2) Reactant: [Cl:1][C:2]1[CH:7]=[CH:6][C:5]([C:8]2[CH:13]=[CH:12][N:11]=[C:10]([NH:14][C:15]3[CH:20]=[CH:19][C:18]([C:21]([N:23]4[CH2:28][CH2:27][C:26](=O)[CH2:25][CH2:24]4)=[O:22])=[CH:17][CH:16]=3)[N:9]=2)=[CH:4][CH:3]=1.[CH:30]([NH2:33])([CH3:32])[CH3:31].C([BH3-])#N.[Na+].Cl. Product: [ClH:1].[CH3:31][CH:30]([NH:33][CH:26]1[CH2:27][CH2:28][N:23]([C:21]([C:18]2[CH:17]=[CH:16][C:15]([NH:14][C:10]3[N:9]=[C:8]([C:5]4[CH:6]=[CH:7][C:2]([Cl:1])=[CH:3][CH:4]=4)[CH:13]=[CH:12][N:11]=3)=[CH:20][CH:19]=2)=[O:22])[CH2:24][CH2:25]1)[CH3:32]. The catalyst class is: 863.